This data is from Full USPTO retrosynthesis dataset with 1.9M reactions from patents (1976-2016). The task is: Predict the reactants needed to synthesize the given product. (1) Given the product [Cl:10][C:6]1[CH:7]=[N:8][CH:9]=[C:2]2[S:17][C:18]([C:19]([O:21][CH3:22])=[O:20])=[CH:4][C:3]=12, predict the reactants needed to synthesize it. The reactants are: Cl[C:2]1[CH:9]=[N:8][CH:7]=[C:6]([Cl:10])[C:3]=1[CH:4]=O.C([O-])([O-])=O.[Cs+].[Cs+].[SH:17][CH2:18][C:19]([O:21][CH3:22])=[O:20]. (2) Given the product [C:1]([C:5]1[CH:9]=[C:8]([NH:10][C:11]([NH:13][C:14]2[CH:19]=[CH:18][C:17]([O:20][C:21]3[CH:26]=[CH:25][N:24]=[C:23]([CH3:27])[CH:22]=3)=[CH:16][C:15]=2[F:28])=[O:12])[N:7]([C:29]2[CH:30]=[C:31]([CH:35]=[CH:36][CH:37]=2)[C:32]([NH:38][CH2:39][CH:40]([OH:43])[CH2:41][OH:42])=[O:33])[N:6]=1)([CH3:2])([CH3:4])[CH3:3], predict the reactants needed to synthesize it. The reactants are: [C:1]([C:5]1[CH:9]=[C:8]([NH:10][C:11]([NH:13][C:14]2[CH:19]=[CH:18][C:17]([O:20][C:21]3[CH:26]=[CH:25][N:24]=[C:23]([CH3:27])[CH:22]=3)=[CH:16][C:15]=2[F:28])=[O:12])[N:7]([C:29]2[CH:30]=[C:31]([CH:35]=[CH:36][CH:37]=2)[C:32](O)=[O:33])[N:6]=1)([CH3:4])([CH3:3])[CH3:2].[NH2:38][CH2:39][CH:40]([OH:43])[CH2:41][OH:42].Cl.CN(C)CCCN=C=NCC.ON1C2C=CC=CC=2N=N1. (3) Given the product [N:7]1[C:2]2[NH:1][C:22]3[CH2:26][CH2:25][CH2:24][C:23]=3[C:3]=2[CH:4]=[C:5]([CH2:8][CH2:9][CH2:10][CH2:11][N:12]2[CH:16]=[C:15]([C:17]([OH:19])=[O:18])[N:14]=[N:13]2)[N:6]=1, predict the reactants needed to synthesize it. The reactants are: [NH2:1][C:2]1[N:7]=[N:6][C:5]([CH2:8][CH2:9][CH2:10][CH2:11][N:12]2[CH:16]=[C:15]([C:17]([O:19]C)=[O:18])[N:14]=[N:13]2)=[CH:4][C:3]=1Br.[C:22]1(=O)[CH2:26][CH2:25][CH2:24][CH2:23]1.C1N2CCN(CC2)C1.[Li+].[OH-]. (4) Given the product [CH2:19]([N:21]1[C:25]2[CH:26]=[CH:27][C:28]([N:30]3[CH:4]=[C:5]([C:6]([O:8][CH2:9][CH3:10])=[O:7])[C:11](=[O:18])[NH:12][C:13]3=[O:15])=[CH:29][C:24]=2[N:23]=[CH:22]1)[CH3:20], predict the reactants needed to synthesize it. The reactants are: C(O[CH:4]=[C:5]([C:11](=[O:18])[NH:12][C:13]([O:15]CC)=O)[C:6]([O:8][CH2:9][CH3:10])=[O:7])C.[CH2:19]([N:21]1[C:25]2[CH:26]=[CH:27][C:28]([NH2:30])=[CH:29][C:24]=2[N:23]=[CH:22]1)[CH3:20].CC(C)([O-])C.[K+].O.